Dataset: Experimentally validated miRNA-target interactions with 360,000+ pairs, plus equal number of negative samples. Task: Binary Classification. Given a miRNA mature sequence and a target amino acid sequence, predict their likelihood of interaction. (1) The miRNA is hsa-miR-4493 with sequence AGAAGGCCUUUCCAUCUCUGU. The protein sequence of the target gene is MACAAARSPADQDRFICIYPAYLNNKKTIAEGRRIPISKAVENPTATEIQDVCSAVGLNVFLEKNKMYSREWNRDVQYRGRVRVQLKQEDGSLCLVQFPSRKSVMLYAAEMIPKLKTRTQKTGGADQSLQQGEGSKKGKGKKKK. Result: 1 (interaction). (2) The miRNA is mmu-miR-6927-3p with sequence CCUGAGCUGGCUCCCCUGCAG. The protein sequence of the target gene is MEPSPLELPVDAVRRIAAELNCDPTDERVALRLDEEDKLSHFRNCFYIPKMRDLPSIDLSLVSEDDDAIYFLGNSLGLQPKMVRTYLEEELDKWAKMGAYGHDVGKRPWIVGDESIVSLMKDIVGAHEKEIALMNALTINLHLLLLSFFKPTPKRHKILLEAKAFPSDHYAIESQIQLHGLDVEKSMRMVKPREGEETLRMEDILEVIEEEGDSIAVILFSGLHFYTGQLFNIPAITKAGHAKGCFVGFDLAHAVGNVELRLHDWGVDFACWCSYKYLNSGAGGLAGAFVHEKHAHTVKP.... Result: 0 (no interaction).